From a dataset of Forward reaction prediction with 1.9M reactions from USPTO patents (1976-2016). Predict the product of the given reaction. Given the reactants [H-].[H-].[H-].[H-].[Li+].[Al+3].[CH2:7]([O:14][C:15]([NH:17][C:18]1[CH:23]=[CH:22][C:21](/[CH:24]=[CH:25]/[C:26](OC)=[O:27])=[CH:20][CH:19]=1)=[O:16])[C:8]1[CH:13]=[CH:12][CH:11]=[CH:10][CH:9]=1, predict the reaction product. The product is: [OH:27][CH2:26]/[CH:25]=[CH:24]/[C:21]1[CH:22]=[CH:23][C:18]([NH:17][C:15](=[O:16])[O:14][CH2:7][C:8]2[CH:9]=[CH:10][CH:11]=[CH:12][CH:13]=2)=[CH:19][CH:20]=1.